Regression. Given two drug SMILES strings and cell line genomic features, predict the synergy score measuring deviation from expected non-interaction effect. From a dataset of NCI-60 drug combinations with 297,098 pairs across 59 cell lines. (1) Drug 1: CS(=O)(=O)C1=CC(=C(C=C1)C(=O)NC2=CC(=C(C=C2)Cl)C3=CC=CC=N3)Cl. Drug 2: C(CN)CNCCSP(=O)(O)O. Cell line: KM12. Synergy scores: CSS=6.22, Synergy_ZIP=-7.81, Synergy_Bliss=-4.92, Synergy_Loewe=-26.0, Synergy_HSA=-7.75. (2) Drug 1: CC(C)NC(=O)C1=CC=C(C=C1)CNNC.Cl. Drug 2: C1CN(P(=O)(OC1)NCCCl)CCCl. Cell line: SF-268. Synergy scores: CSS=-7.56, Synergy_ZIP=4.59, Synergy_Bliss=1.52, Synergy_Loewe=-0.675, Synergy_HSA=-7.09. (3) Drug 1: C1=CC=C(C=C1)NC(=O)CCCCCCC(=O)NO. Drug 2: CC1CCC2CC(C(=CC=CC=CC(CC(C(=O)C(C(C(=CC(C(=O)CC(OC(=O)C3CCCCN3C(=O)C(=O)C1(O2)O)C(C)CC4CCC(C(C4)OC)OP(=O)(C)C)C)C)O)OC)C)C)C)OC. Cell line: SW-620. Synergy scores: CSS=42.8, Synergy_ZIP=0.936, Synergy_Bliss=1.96, Synergy_Loewe=0.310, Synergy_HSA=2.35. (4) Drug 1: CCC(=C(C1=CC=CC=C1)C2=CC=C(C=C2)OCCN(C)C)C3=CC=CC=C3.C(C(=O)O)C(CC(=O)O)(C(=O)O)O. Drug 2: COCCOC1=C(C=C2C(=C1)C(=NC=N2)NC3=CC=CC(=C3)C#C)OCCOC.Cl. Cell line: UACC62. Synergy scores: CSS=21.8, Synergy_ZIP=0.232, Synergy_Bliss=5.47, Synergy_Loewe=5.24, Synergy_HSA=5.62.